From a dataset of Peptide-MHC class II binding affinity with 134,281 pairs from IEDB. Regression. Given a peptide amino acid sequence and an MHC pseudo amino acid sequence, predict their binding affinity value. This is MHC class II binding data. (1) The peptide sequence is LVKTESWILRNPGYALVA. The MHC is DRB3_0101 with pseudo-sequence DRB3_0101. The binding affinity (normalized) is 0.213. (2) The peptide sequence is FKPFAEYKSDYVYEP. The MHC is DRB5_0101 with pseudo-sequence DRB5_0101. The binding affinity (normalized) is 0.308.